From a dataset of Forward reaction prediction with 1.9M reactions from USPTO patents (1976-2016). Predict the product of the given reaction. Given the reactants [N+:1]([C:4]1[CH:13]=[CH:12][CH:11]=[C:10]2[C:5]=1[CH:6]=[CH:7][NH:8][C:9]2=[O:14])([O-])=O, predict the reaction product. The product is: [NH2:1][C:4]1[CH:13]=[CH:12][CH:11]=[C:10]2[C:5]=1[CH:6]=[CH:7][NH:8][C:9]2=[O:14].